From a dataset of Full USPTO retrosynthesis dataset with 1.9M reactions from patents (1976-2016). Predict the reactants needed to synthesize the given product. Given the product [F:3][C:4]1[CH:10]=[C:9]([F:11])[CH:8]=[CH:7][C:5]=1[NH:6][C:13]1[CH:22]=[CH:21][C:20]2[C:15](=[C:16]([C:23]3[NH:31][C:30]4[CH2:29][CH2:28][NH:27][C:26](=[O:32])[C:25]=4[CH:24]=3)[CH:17]=[CH:18][CH:19]=2)[N:14]=1, predict the reactants needed to synthesize it. The reactants are: [H-].[Na+].[F:3][C:4]1[CH:10]=[C:9]([F:11])[CH:8]=[CH:7][C:5]=1[NH2:6].Cl[C:13]1[CH:22]=[CH:21][C:20]2[C:15](=[C:16]([C:23]3[NH:31][C:30]4[CH2:29][CH2:28][NH:27][C:26](=[O:32])[C:25]=4[CH:24]=3)[CH:17]=[CH:18][CH:19]=2)[N:14]=1.